Dataset: Reaction yield outcomes from USPTO patents with 853,638 reactions. Task: Predict the reaction yield, written as a fraction of the theoretical maximum amount of product (1.0 means a 100% yield; for example, 0.34 means a 34% yield). The reactants are [Cl:1][C:2]1[CH:23]=[C:22]([Cl:24])[CH:21]=[CH:20][C:3]=1[CH2:4][N:5]1[C:9](/[CH:10]=[CH:11]/[C:12]([O:14][CH2:15][CH3:16])=[O:13])=[CH:8][C:7]([CH:17]([CH3:19])[CH3:18])=[N:6]1. The catalyst is [C].[Pd].O1CCCC1. The product is [Cl:1][C:2]1[CH:23]=[C:22]([Cl:24])[CH:21]=[CH:20][C:3]=1[CH2:4][N:5]1[C:9]([CH2:10][CH2:11][C:12]([O:14][CH2:15][CH3:16])=[O:13])=[CH:8][C:7]([CH:17]([CH3:19])[CH3:18])=[N:6]1. The yield is 0.760.